Task: Regression. Given two drug SMILES strings and cell line genomic features, predict the synergy score measuring deviation from expected non-interaction effect.. Dataset: NCI-60 drug combinations with 297,098 pairs across 59 cell lines (1) Drug 1: C1=C(C(=O)NC(=O)N1)N(CCCl)CCCl. Cell line: MALME-3M. Drug 2: CN(C)C1=NC(=NC(=N1)N(C)C)N(C)C. Synergy scores: CSS=10.7, Synergy_ZIP=-4.13, Synergy_Bliss=3.15, Synergy_Loewe=-15.6, Synergy_HSA=-2.10. (2) Drug 1: CCCCCOC(=O)NC1=NC(=O)N(C=C1F)C2C(C(C(O2)C)O)O. Drug 2: CS(=O)(=O)CCNCC1=CC=C(O1)C2=CC3=C(C=C2)N=CN=C3NC4=CC(=C(C=C4)OCC5=CC(=CC=C5)F)Cl. Cell line: SR. Synergy scores: CSS=-0.653, Synergy_ZIP=5.44, Synergy_Bliss=4.40, Synergy_Loewe=-4.91, Synergy_HSA=-3.56. (3) Synergy scores: CSS=-2.01, Synergy_ZIP=-0.823, Synergy_Bliss=-2.33, Synergy_Loewe=-9.65, Synergy_HSA=-4.56. Drug 1: CC(C1=C(C=CC(=C1Cl)F)Cl)OC2=C(N=CC(=C2)C3=CN(N=C3)C4CCNCC4)N. Cell line: NCI-H226. Drug 2: N.N.Cl[Pt+2]Cl. (4) Drug 1: CC(C)NC(=O)C1=CC=C(C=C1)CNNC.Cl. Drug 2: CC1C(C(CC(O1)OC2CC(CC3=C2C(=C4C(=C3O)C(=O)C5=CC=CC=C5C4=O)O)(C(=O)C)O)N)O. Cell line: SF-539. Synergy scores: CSS=40.5, Synergy_ZIP=-1.16, Synergy_Bliss=-2.91, Synergy_Loewe=-18.3, Synergy_HSA=-1.000. (5) Drug 1: CC(C)(C#N)C1=CC(=CC(=C1)CN2C=NC=N2)C(C)(C)C#N. Drug 2: C1CC(=O)NC(=O)C1N2C(=O)C3=CC=CC=C3C2=O. Cell line: 786-0. Synergy scores: CSS=1.43, Synergy_ZIP=-1.41, Synergy_Bliss=-2.02, Synergy_Loewe=1.50, Synergy_HSA=-2.72.